Dataset: Reaction yield outcomes from USPTO patents with 853,638 reactions. Task: Predict the reaction yield, written as a fraction of the theoretical maximum amount of product (1.0 means a 100% yield; for example, 0.34 means a 34% yield). The reactants are [CH3:1][O:2][C:3]([C:5]1[CH:6]=[C:7]([Cl:26])[CH:8]=[C:9]2[C:14]=1[NH:13][CH:12]([C:15]1[CH:20]=[CH:19][CH:18]=[C:17]([N+:21]([O-])=O)[CH:16]=1)[C:11]([CH3:25])([CH3:24])[CH2:10]2)=[O:4]. The catalyst is C(O)C.Cl.[Fe]. The product is [CH3:1][O:2][C:3]([C:5]1[CH:6]=[C:7]([Cl:26])[CH:8]=[C:9]2[C:14]=1[NH:13][CH:12]([C:15]1[CH:20]=[CH:19][CH:18]=[C:17]([NH2:21])[CH:16]=1)[C:11]([CH3:24])([CH3:25])[CH2:10]2)=[O:4]. The yield is 0.860.